Predict the product of the given reaction. From a dataset of Forward reaction prediction with 1.9M reactions from USPTO patents (1976-2016). (1) Given the reactants CC1C=CC(S(O[CH2:12][C:13]2([OH:27])[C:23]3[C:24]4[N:15]([C:16](=[O:26])[CH:17]=[N:18][C:19]=4[CH:20]=[CH:21][C:22]=3[F:25])[CH2:14]2)(=O)=O)=CC=1.[NH:28]1[CH2:33][CH2:32][CH:31]([NH:34][C:35](=[O:41])[O:36][C:37]([CH3:40])([CH3:39])[CH3:38])[CH2:30][CH2:29]1.C(=O)([O-])[O-].[Na+].[Na+], predict the reaction product. The product is: [F:25][C:22]1[CH:21]=[CH:20][C:19]2[N:18]=[CH:17][C:16](=[O:26])[N:15]3[CH2:14][C:13]([CH2:12][N:28]4[CH2:29][CH2:30][CH:31]([NH:34][C:35](=[O:41])[O:36][C:37]([CH3:39])([CH3:38])[CH3:40])[CH2:32][CH2:33]4)([OH:27])[C:23]=1[C:24]=23. (2) Given the reactants [CH2:1]([N:8]([CH:12]([C:16]1[CH:21]=[CH:20][C:19]([F:22])=[CH:18][CH:17]=1)[C:13](N)=[O:14])[CH2:9][CH2:10][OH:11])[C:2]1[CH:7]=[CH:6][CH:5]=[CH:4][CH:3]=1.C(O)(=O)[C@@H]([C@H](C(O)=O)O)O, predict the reaction product. The product is: [CH2:1]([N:8]1[CH:9]=[CH:10][O:11][C:13](=[O:14])[CH:12]1[C:16]1[CH:21]=[CH:20][C:19]([F:22])=[CH:18][CH:17]=1)[C:2]1[CH:7]=[CH:6][CH:5]=[CH:4][CH:3]=1. (3) Given the reactants C([O:5][C:6](=[O:17])/[CH:7]=[C:8](/[C:10]1[CH:15]=[CH:14][CH:13]=[C:12]([Br:16])[CH:11]=1)\[CH3:9])(C)(C)C, predict the reaction product. The product is: [Br:16][C:12]1[CH:11]=[C:10](/[C:8](/[CH3:9])=[CH:7]/[C:6]([OH:17])=[O:5])[CH:15]=[CH:14][CH:13]=1.